Predict the reactants needed to synthesize the given product. From a dataset of Full USPTO retrosynthesis dataset with 1.9M reactions from patents (1976-2016). The reactants are: Br[CH2:2][C:3]1[CH:10]=[CH:9][C:6]([C:7]#[N:8])=[CH:5][C:4]=1[I:11].[NH3:12].CO.C(Cl)[Cl:16]. Given the product [ClH:16].[NH2:12][CH2:2][C:3]1[CH:10]=[CH:9][C:6]([C:7]#[N:8])=[CH:5][C:4]=1[I:11], predict the reactants needed to synthesize it.